From a dataset of Reaction yield outcomes from USPTO patents with 853,638 reactions. Predict the reaction yield, written as a fraction of the theoretical maximum amount of product (1.0 means a 100% yield; for example, 0.34 means a 34% yield). (1) The reactants are [C:1]([O:5][C:6]([N:8]1[CH2:13][CH2:12][C:11](=[C:14](Br)[C:15]2[CH:20]=[CH:19][C:18]([C:21](=[O:27])[N:22]([CH2:25][CH3:26])[CH2:23][CH3:24])=[CH:17][CH:16]=2)[CH2:10][CH2:9]1)=[O:7])([CH3:4])([CH3:3])[CH3:2].[N+:29]([C:32]1[CH:37]=[CH:36][CH:35]=[CH:34][C:33]=1B(O)O)([O-:31])=[O:30].C([O-])([O-])=O.[Na+].[Na+]. The catalyst is C1(C)C=CC=CC=1.C(O)C. The product is [CH3:2][C:1]([O:5][C:6]([N:8]1[CH2:13][CH2:12][C:11](=[C:14]([C:15]2[CH:20]=[CH:19][C:18]([C:21]([N:22]([CH2:25][CH3:26])[CH2:23][CH3:24])=[O:27])=[CH:17][CH:16]=2)[C:33]2[CH:34]=[CH:35][CH:36]=[CH:37][C:32]=2[N+:29]([O-:31])=[O:30])[CH2:10][CH2:9]1)=[O:7])([CH3:4])[CH3:3]. The yield is 0.220. (2) The reactants are C(OC([N:8]1[CH2:11][C:10]([C@@H:13]([C:15]2[CH:16]=[C:17]3[C:26](=[CH:27][C:28]=2[C:29]2[CH:34]=[CH:33][CH:32]=[CH:31][C:30]=2[F:35])[O:25][CH2:24][C:23]2[N:18]3[C@H:19]([CH3:37])[C:20](=[O:36])[NH:21][N:22]=2)[CH3:14])([CH3:12])[CH2:9]1)=O)(C)(C)C. The catalyst is Cl. The product is [F:35][C:30]1[CH:31]=[CH:32][CH:33]=[CH:34][C:29]=1[C:28]1[CH:27]=[C:26]2[C:17]([N:18]3[C:23]([CH2:24][O:25]2)=[N:22][NH:21][C:20](=[O:36])[C@H:19]3[CH3:37])=[CH:16][C:15]=1[C@H:13]([C:10]1([CH3:12])[CH2:11][NH:8][CH2:9]1)[CH3:14]. The yield is 1.00. (3) The reactants are [OH:1][C:2]1[C:3]([O:15][CH3:16])=[CH:4][C:5]([N+:12]([O-])=O)=[C:6]([CH:11]=1)[C:7]([O:9][CH3:10])=[O:8].[H][H]. The catalyst is CCOC(C)=O.[Pd]. The product is [NH2:12][C:5]1[CH:4]=[C:3]([O:15][CH3:16])[C:2]([OH:1])=[CH:11][C:6]=1[C:7]([O:9][CH3:10])=[O:8]. The yield is 0.920. (4) The reactants are Br[C:2]1[C:6](Br)=[CH:5][S:4][CH:3]=1.[C:8]([Cu])#[N:9].[CH3:11][N:12](C=O)C. The catalyst is Cl. The product is [C:11]([C:2]1[C:6]([C:8]#[N:9])=[CH:5][S:4][CH:3]=1)#[N:12]. The yield is 0.690. (5) The reactants are C1C[O:4][CH2:3]C1.[Li+].C[CH:8]([N-:10][CH:11]([CH3:13])[CH3:12])[CH3:9].O1[CH2:18][CH2:17][N:16]=C1.[Cl:19][C:20]1[CH:21]=[C:22]([CH:25]=[CH:26][CH:27]=1)[CH2:23]Cl.[C:28]1([CH3:34])C=CC=C[CH:29]=1. The catalyst is O. The product is [Cl:19][C:20]1[CH:21]=[C:22]([CH2:23][CH2:34][C:28]2[C:9]([C:8]3[O:4][CH2:3][C:11]([CH3:12])([CH3:13])[N:10]=3)=[N:16][CH:17]=[CH:18][CH:29]=2)[CH:25]=[CH:26][CH:27]=1. The yield is 0.802.